This data is from Catalyst prediction with 721,799 reactions and 888 catalyst types from USPTO. The task is: Predict which catalyst facilitates the given reaction. (1) Reactant: [Cl:1][C:2]1[C:7]([O:8][C:9]2[N:14]=[C:13]3[S:15][C:16]([NH:18][C:19](=[O:22])[CH2:20]Cl)=[N:17][C:12]3=[CH:11][CH:10]=2)=[CH:6][C:5]([NH:23][C:24](=[O:36])[C:25]2[CH:30]=[CH:29][CH:28]=[C:27]([C:31]([C:34]#[N:35])([CH3:33])[CH3:32])[CH:26]=2)=[C:4]([F:37])[CH:3]=1.C(N(CC)CC)C.[CH3:45][N:46]1[CH2:51][CH2:50][NH:49][CH2:48][CH2:47]1. Product: [Cl:1][C:2]1[C:7]([O:8][C:9]2[N:14]=[C:13]3[S:15][C:16]([NH:18][C:19](=[O:22])[CH2:20][N:49]4[CH2:50][CH2:51][N:46]([CH3:45])[CH2:47][CH2:48]4)=[N:17][C:12]3=[CH:11][CH:10]=2)=[CH:6][C:5]([NH:23][C:24](=[O:36])[C:25]2[CH:30]=[CH:29][CH:28]=[C:27]([C:31]([C:34]#[N:35])([CH3:32])[CH3:33])[CH:26]=2)=[C:4]([F:37])[CH:3]=1. The catalyst class is: 54. (2) Reactant: [CH2:1]([O:3][C:4]1[CH:5]=[C:6]([CH:17]=[CH:18][C:19]=1[N+:20]([O-])=O)[C:7]([NH:9][CH:10]1[CH2:15][CH2:14][N:13]([CH3:16])[CH2:12][CH2:11]1)=[O:8])[CH3:2]. Product: [CH2:1]([O:3][C:4]1[CH:5]=[C:6]([CH:17]=[CH:18][C:19]=1[NH2:20])[C:7]([NH:9][CH:10]1[CH2:15][CH2:14][N:13]([CH3:16])[CH2:12][CH2:11]1)=[O:8])[CH3:2]. The catalyst class is: 19. (3) Reactant: Cl[C:2]1[N:7]=[C:6]([C:8]2[S:12][C:11]([CH:13]3[CH2:16][CH2:15][CH2:14]3)=[N:10][C:9]=2[C:17]2[CH:18]=[CH:19][C:20]([F:35])=[C:21]([NH:23][S:24]([C:27]3[CH:32]=[C:31]([F:33])[CH:30]=[CH:29][C:28]=3[F:34])(=[O:26])=[O:25])[CH:22]=2)[CH:5]=[CH:4][N:3]=1.[CH3:36][S:37]([N:40]1[CH2:45][CH2:44][CH:43]([NH2:46])[CH2:42][CH2:41]1)(=[O:39])=[O:38]. Product: [CH:13]1([C:11]2[S:12][C:8]([C:6]3[CH:5]=[CH:4][N:3]=[C:2]([NH:46][CH:43]4[CH2:44][CH2:45][N:40]([S:37]([CH3:36])(=[O:39])=[O:38])[CH2:41][CH2:42]4)[N:7]=3)=[C:9]([C:17]3[CH:18]=[CH:19][C:20]([F:35])=[C:21]([NH:23][S:24]([C:27]4[CH:32]=[C:31]([F:33])[CH:30]=[CH:29][C:28]=4[F:34])(=[O:26])=[O:25])[CH:22]=3)[N:10]=2)[CH2:16][CH2:15][CH2:14]1. The catalyst class is: 1.